Dataset: Full USPTO retrosynthesis dataset with 1.9M reactions from patents (1976-2016). Task: Predict the reactants needed to synthesize the given product. (1) Given the product [CH3:1][N:2]1[CH2:6][C@@H:5]([N+:7]([O-:9])=[O:8])[C@H:4]([C:10]2[CH:16]=[CH:15][C:13]([NH:14][C:26](=[O:33])[C:27]3[CH:32]=[CH:31][CH:30]=[CH:29][CH:28]=3)=[CH:12][CH:11]=2)[CH2:3]1, predict the reactants needed to synthesize it. The reactants are: [CH3:1][N:2]1[CH2:6][C@@H:5]([N+:7]([O-:9])=[O:8])[C@H:4]([C:10]2[CH:16]=[CH:15][C:13]([NH2:14])=[CH:12][CH:11]=2)[CH2:3]1.C(N(C(C)C)CC)(C)C.[C:26](Cl)(=[O:33])[C:27]1[CH:32]=[CH:31][CH:30]=[CH:29][CH:28]=1. (2) Given the product [Cl:14][C:15]1[N:20]=[C:19]([NH:13][C:7]2[CH:8]=[C:9]3[C:4](=[CH:5][CH:6]=2)[N:3]=[C:2]([CH3:1])[CH:11]=[C:10]3[NH2:12])[CH:18]=[C:17]([CH3:22])[N:16]=1, predict the reactants needed to synthesize it. The reactants are: [CH3:1][C:2]1[CH:11]=[C:10]([NH2:12])[C:9]2[C:4](=[CH:5][CH:6]=[C:7]([NH2:13])[CH:8]=2)[N:3]=1.[Cl:14][C:15]1[N:20]=[C:19](Cl)[CH:18]=[C:17]([CH3:22])[N:16]=1.Cl. (3) Given the product [OH:3][NH:2][C:28]([C:27]([F:33])([F:34])[C:24]1[CH:23]=[CH:22][C:21]([NH:20][C:18]([C:10]2[CH:9]=[CH:8][C:7]3[C:6]([CH3:5])([CH3:35])[CH2:15][CH2:14][C:13]([CH3:16])([CH3:17])[C:12]=3[CH:11]=2)=[O:19])=[CH:26][CH:25]=1)=[O:30], predict the reactants needed to synthesize it. The reactants are: Cl.[NH2:2][OH:3].[K].[CH3:5][C:6]1([CH3:35])[CH2:15][CH2:14][C:13]([CH3:17])([CH3:16])[C:12]2[CH:11]=[C:10]([C:18]([NH:20][C:21]3[CH:26]=[CH:25][C:24]([C:27]([F:34])([F:33])[C:28]([O:30]CC)=O)=[CH:23][CH:22]=3)=[O:19])[CH:9]=[CH:8][C:7]1=2.Cl. (4) The reactants are: C([S:9][C@@H:10]([C:26]1[S:30][CH:29]=[N:28][CH:27]=1)[CH2:11][C@H:12]1[CH2:16][O:15][C:14]([CH3:18])([CH3:17])[N:13]1[C:19]([O:21][C:22]([CH3:25])([CH3:24])[CH3:23])=[O:20])(=O)C1C=CC=CC=1.F[C:32]1[CH:39]=[C:38]([Cl:40])[CH:37]=[CH:36][C:33]=1[C:34]#[N:35].C(=O)([O-])[O-].[Cs+].[Cs+]. Given the product [Cl:40][C:38]1[CH:37]=[CH:36][C:33]([C:34]#[N:35])=[C:32]([S:9][C@@H:10]([C:26]2[S:30][CH:29]=[N:28][CH:27]=2)[CH2:11][C@H:12]2[CH2:16][O:15][C:14]([CH3:17])([CH3:18])[N:13]2[C:19]([O:21][C:22]([CH3:24])([CH3:25])[CH3:23])=[O:20])[CH:39]=1, predict the reactants needed to synthesize it. (5) The reactants are: [NH2:1][C:2]1[CH:3]=[C:4]2[C:9](=[C:10]([CH3:12])[CH:11]=1)[CH:8]=[N:7][C:6]([NH:13][C:14]([NH:16][CH2:17][CH3:18])=[O:15])=[CH:5]2.[NH:19]1[C:27]2[C:22](=[CH:23][CH:24]=[C:25]([CH:28]=O)[CH:26]=2)[CH:21]=[N:20]1. Given the product [CH2:17]([NH:16][C:14]([NH:13][C:6]1[N:7]=[CH:8][C:9]2[C:4]([CH:5]=1)=[CH:3][C:2]([NH:1][CH2:28][C:25]1[CH:26]=[C:27]3[C:22]([CH:21]=[N:20][NH:19]3)=[CH:23][CH:24]=1)=[CH:11][C:10]=2[CH3:12])=[O:15])[CH3:18], predict the reactants needed to synthesize it. (6) Given the product [CH2:1]([N:8]1[C:16]2[C:11](=[CH:12][C:13]([NH:17][C:18]3[CH:27]=[CH:26][C:25]([CH:28]4[CH2:30][CH2:29]4)=[CH:24][C:19]=3[C:20]([OH:22])=[O:21])=[CH:14][CH:15]=2)[CH:10]=[CH:9]1)[C:2]1[CH:3]=[CH:4][CH:5]=[CH:6][CH:7]=1, predict the reactants needed to synthesize it. The reactants are: [CH2:1]([N:8]1[C:16]2[C:11](=[CH:12][C:13]([NH:17][C:18]3[CH:27]=[CH:26][C:25]([CH:28]4[CH2:30][CH2:29]4)=[CH:24][C:19]=3[C:20]([O:22]C)=[O:21])=[CH:14][CH:15]=2)[CH:10]=[CH:9]1)[C:2]1[CH:7]=[CH:6][CH:5]=[CH:4][CH:3]=1.[OH-].[Na+].O.Cl.